Dataset: NCI-60 drug combinations with 297,098 pairs across 59 cell lines. Task: Regression. Given two drug SMILES strings and cell line genomic features, predict the synergy score measuring deviation from expected non-interaction effect. (1) Synergy scores: CSS=19.0, Synergy_ZIP=-4.97, Synergy_Bliss=2.43, Synergy_Loewe=-7.37, Synergy_HSA=0.922. Drug 2: CN(CC1=CN=C2C(=N1)C(=NC(=N2)N)N)C3=CC=C(C=C3)C(=O)NC(CCC(=O)O)C(=O)O. Cell line: NCI/ADR-RES. Drug 1: CNC(=O)C1=CC=CC=C1SC2=CC3=C(C=C2)C(=NN3)C=CC4=CC=CC=N4. (2) Drug 1: CNC(=O)C1=CC=CC=C1SC2=CC3=C(C=C2)C(=NN3)C=CC4=CC=CC=N4. Drug 2: C1CCN(CC1)CCOC2=CC=C(C=C2)C(=O)C3=C(SC4=C3C=CC(=C4)O)C5=CC=C(C=C5)O. Cell line: SK-MEL-28. Synergy scores: CSS=2.80, Synergy_ZIP=4.51, Synergy_Bliss=13.5, Synergy_Loewe=8.02, Synergy_HSA=8.87. (3) Drug 1: C1=C(C(=O)NC(=O)N1)F. Drug 2: C1=NC2=C(N=C(N=C2N1C3C(C(C(O3)CO)O)O)F)N. Cell line: MDA-MB-435. Synergy scores: CSS=34.5, Synergy_ZIP=4.68, Synergy_Bliss=6.39, Synergy_Loewe=6.36, Synergy_HSA=8.67. (4) Drug 1: COC1=C(C=C2C(=C1)N=CN=C2NC3=CC(=C(C=C3)F)Cl)OCCCN4CCOCC4. Drug 2: CC1=C(C(=O)C2=C(C1=O)N3CC4C(C3(C2COC(=O)N)OC)N4)N. Cell line: HCT-15. Synergy scores: CSS=63.4, Synergy_ZIP=3.25, Synergy_Bliss=2.87, Synergy_Loewe=3.08, Synergy_HSA=7.60.